Predict the reactants needed to synthesize the given product. From a dataset of Full USPTO retrosynthesis dataset with 1.9M reactions from patents (1976-2016). (1) Given the product [N:31]1([CH2:38][CH2:39][CH2:40][C:41]2[CH:49]=[CH:48][C:44]([CH2:45][CH2:2][CH2:1][NH:3][C:4]3[C:5]([CH:13]4[CH2:22][CH2:21][C:20]5[CH:19]=[C:18]([OH:23])[CH:17]=[CH:16][C:15]=5[CH2:14]4)=[CH:6][C:7]4[O:11][CH2:10][O:9][C:8]=4[CH:12]=3)=[CH:43][CH:42]=2)[CH2:37][CH2:36][CH2:35][CH2:34][CH2:33][CH2:32]1, predict the reactants needed to synthesize it. The reactants are: [CH2:1]([NH:3][C:4]1[C:5]([CH:13]2[CH2:22][CH2:21][C:20]3[CH:19]=[C:18]([O:23]C(=O)C(C)(C)C)[CH:17]=[CH:16][C:15]=3[CH2:14]2)=[CH:6][C:7]2[O:11][CH2:10][O:9][C:8]=2[CH:12]=1)[CH3:2].Cl.[N:31]1([CH2:38][CH2:39][CH2:40][C:41]2[CH:49]=[CH:48][C:44]([C:45](O)=O)=[CH:43][CH:42]=2)[CH2:37][CH2:36][CH2:35][CH2:34][CH2:33][CH2:32]1. (2) The reactants are: Cl[C:2]1[N:7]=[C:6]([C:8]2[N:12]3[CH:13]=[CH:14][CH:15]=[CH:16][C:11]3=[N:10][C:9]=2[C:17]2[CH:18]=[CH:19][C:20]([O:34][CH2:35][CH3:36])=[C:21]([CH:33]=2)[C:22]([NH:24][C:25]2[C:30]([F:31])=[CH:29][CH:28]=[CH:27][C:26]=2[F:32])=[O:23])[CH:5]=[CH:4][N:3]=1.[CH2:37]([O:39][C:40]1[CH:46]=[C:45]([N:47]2[CH2:52][CH2:51][CH:50]([N:53]3[CH2:58][CH2:57][N:56]([S:59]([CH3:62])(=[O:61])=[O:60])[CH2:55][CH2:54]3)[CH2:49][CH2:48]2)[CH:44]=[CH:43][C:41]=1[NH2:42])[CH3:38].C1(C)C=CC(S(O)(=O)=O)=CC=1. Given the product [F:32][C:26]1[CH:27]=[CH:28][CH:29]=[C:30]([F:31])[C:25]=1[NH:24][C:22](=[O:23])[C:21]1[CH:33]=[C:17]([C:9]2[N:10]=[C:11]3[CH:16]=[CH:15][CH:14]=[CH:13][N:12]3[C:8]=2[C:6]2[CH:5]=[CH:4][N:3]=[C:2]([NH:42][C:41]3[CH:43]=[CH:44][C:45]([N:47]4[CH2:52][CH2:51][CH:50]([N:53]5[CH2:58][CH2:57][N:56]([S:59]([CH3:62])(=[O:61])=[O:60])[CH2:55][CH2:54]5)[CH2:49][CH2:48]4)=[CH:46][C:40]=3[O:39][CH2:37][CH3:38])[N:7]=2)[CH:18]=[CH:19][C:20]=1[O:34][CH2:35][CH3:36], predict the reactants needed to synthesize it. (3) Given the product [CH:1]1([C:4]2[C:5]([C:6]([O:8][CH3:9])=[O:7])=[CH:16][NH:14][N:20]=2)[CH2:3][CH2:2]1, predict the reactants needed to synthesize it. The reactants are: [CH:1]1([C:4](=O)[CH2:5][C:6]([O:8][CH3:9])=[O:7])[CH2:3][CH2:2]1.COC(OC)[N:14]([CH3:16])C.O.[NH2:20]N. (4) Given the product [CH3:1][CH:2]1[CH2:7][CH2:6][N:5]([CH:18]2[CH2:19][CH2:20][N:15]([C:8]([O:10][C:11]([CH3:14])([CH3:13])[CH3:12])=[O:9])[CH2:16][CH2:17]2)[CH2:4][CH2:3]1, predict the reactants needed to synthesize it. The reactants are: [CH3:1][CH:2]1[CH2:7][CH2:6][NH:5][CH2:4][CH2:3]1.[C:8]([N:15]1[CH2:20][CH2:19][C:18](=O)[CH2:17][CH2:16]1)([O:10][C:11]([CH3:14])([CH3:13])[CH3:12])=[O:9].CC(O)=O.C(O[BH-](OC(=O)C)OC(=O)C)(=O)C.[Na+].C([O-])([O-])=O.[K+].[K+].C([O-])([O-])=O.[Na+].[Na+].